Dataset: Full USPTO retrosynthesis dataset with 1.9M reactions from patents (1976-2016). Task: Predict the reactants needed to synthesize the given product. Given the product [F:14][C:7]([F:6])([F:13])[C:8](=[O:10])[CH2:27][C:26]([C:23]1[CH:22]=[CH:21][C:20]([N:15]2[CH:19]=[CH:18][CH:17]=[N:16]2)=[CH:25][CH:24]=1)=[O:28], predict the reactants needed to synthesize it. The reactants are: C[O-].[Na+].CO.[F:6][C:7]([F:14])([F:13])[C:8]([O:10]CC)=O.[N:15]1([C:20]2[CH:25]=[CH:24][C:23]([C:26](=[O:28])[CH3:27])=[CH:22][CH:21]=2)[CH:19]=[CH:18][CH:17]=[N:16]1.